This data is from Reaction yield outcomes from USPTO patents with 853,638 reactions. The task is: Predict the reaction yield, written as a fraction of the theoretical maximum amount of product (1.0 means a 100% yield; for example, 0.34 means a 34% yield). (1) The reactants are [NH:1]1[CH:7]=[CH:6][CH:5]=[CH:4][CH:3]=[C:2]1[C:8]1[O:9][CH2:10][C:11](=[O:19])[C:12]=1[C:13]([O:15][CH:16]([CH3:18])[CH3:17])=[O:14].[NH:20]1[C:28]2[C:23](=[CH:24][CH:25]=[CH:26][N:27]=2)[C:22]([CH:29]=O)=[CH:21]1. The catalyst is CC(O)C. The product is [NH:20]1[C:28]2=[N:27][CH:26]=[CH:25][CH:24]=[C:23]2[C:22]([CH:29]=[C:10]2[O:9][C:8]([C:2]3[NH:1][CH:7]=[CH:6][CH:5]=[CH:4][CH:3]=3)=[C:12]([C:13]([O:15][CH:16]([CH3:17])[CH3:18])=[O:14])[C:11]2=[O:19])=[CH:21]1. The yield is 0.490. (2) The reactants are [C:1](OC([O-])=O)([O:3][C:4]([CH3:7])([CH3:6])[CH3:5])=[O:2].Cl.[NH2:13][C:14]([NH2:16])=[NH:15].[OH-].[Na+]. The catalyst is CC(C)=O.O. The product is [NH2:15][C:14]([NH:16][C:1](=[O:2])[O:3][C:4]([CH3:7])([CH3:6])[CH3:5])=[NH:13]. The yield is 1.00. (3) The reactants are Cl[C:2]1[N:7]=[C:6]2[N:8]([CH3:11])[N:9]=[CH:10][C:5]2=[C:4]([OH:12])[N:3]=1.[Cl:13][CH2:14][CH:15]([O:18][C:19]1[CH:24]=[C:23]([F:25])[C:22]([N:26]2[CH2:31][CH2:30][NH:29][CH2:28][CH2:27]2)=[C:21]([F:32])[CH:20]=1)[CH2:16][OH:17].CCN(C(C)C)C(C)C. The catalyst is CCO. The product is [Cl:13][CH2:14][CH:15]([O:18][C:19]1[CH:24]=[C:23]([F:25])[C:22]([N:26]2[CH2:27][CH2:28][N:29]([C:2]3[N:7]=[C:6]4[N:8]([CH3:11])[N:9]=[CH:10][C:5]4=[C:4]([OH:12])[N:3]=3)[CH2:30][CH2:31]2)=[C:21]([F:32])[CH:20]=1)[CH2:16][OH:17]. The yield is 0.780. (4) The reactants are [NH:1]1[C:9]2[C:4](=[CH:5][CH:6]=[CH:7][CH:8]=2)[CH2:3][CH2:2]1.C(N(CC)CC)C.[C:17](O[C:17]([O:19][C:20]([CH3:23])([CH3:22])[CH3:21])=[O:18])([O:19][C:20]([CH3:23])([CH3:22])[CH3:21])=[O:18]. The catalyst is ClCCl. The product is [N:1]1([C:17]([O:19][C:20]([CH3:23])([CH3:22])[CH3:21])=[O:18])[C:9]2[C:4](=[CH:5][CH:6]=[CH:7][CH:8]=2)[CH2:3][CH2:2]1. The yield is 0.850. (5) The reactants are CON(C)[C:4](=[O:13])[C:5]1[CH:10]=[CH:9][CH:8]=[N:7][C:6]=1[O:11][CH3:12].[CH3:15][Mg]Br. The catalyst is O1CCCC1. The product is [CH3:12][O:11][C:6]1[C:5]([C:4](=[O:13])[CH3:15])=[CH:10][CH:9]=[CH:8][N:7]=1. The yield is 0.520. (6) The reactants are O=[C:2]([C:8]1[CH:13]=[CH:12][CH:11]=[CH:10][CH:9]=1)[CH2:3][NH:4][C:5](=[O:7])[CH3:6].[Br:14][C:15]1[CH:16]=[CH:17][C:18]([NH:21]N)=[N:19][CH:20]=1. No catalyst specified. The product is [Br:14][C:15]1[CH:16]=[C:17]2[C:3]([NH:4][C:5](=[O:7])[CH3:6])=[C:2]([C:8]3[CH:13]=[CH:12][CH:11]=[CH:10][CH:9]=3)[NH:21][C:18]2=[N:19][CH:20]=1. The yield is 0.260. (7) The reactants are C([O:8][P:9]([O:19][C:20]1[CH:25]=[C:24]([NH:26][C:27]([C:29]2[C:38](=[O:39])[C:37]3[C:32](=[CH:33][CH:34]=[CH:35][CH:36]=3)[NH:31][CH:30]=2)=[O:28])[C:23]([C:40]([CH3:43])([CH3:42])[CH3:41])=[CH:22][C:21]=1[C:44]([CH3:47])([CH3:46])[CH3:45])(=[O:18])[O:10]CC1C=CC=CC=1)C1C=CC=CC=1. The catalyst is C(O)C. The product is [O:39]=[C:38]1[C:37]2[C:32](=[CH:33][CH:34]=[CH:35][CH:36]=2)[NH:31][CH:30]=[C:29]1[C:27]([NH:26][C:24]1[C:23]([C:40]([CH3:43])([CH3:42])[CH3:41])=[CH:22][C:21]([C:44]([CH3:46])([CH3:45])[CH3:47])=[C:20]([CH:25]=1)[O:19][P:9](=[O:8])([OH:10])[OH:18])=[O:28]. The yield is 0.850.